From a dataset of Full USPTO retrosynthesis dataset with 1.9M reactions from patents (1976-2016). Predict the reactants needed to synthesize the given product. (1) Given the product [Cl:1][C:2]1[CH:7]=[CH:6][N:5]=[CH:4][C:3]=1[S:8]([N:15]1[CH2:14][CH2:13][N:12]([C:18]([O:20][C:21]([CH3:24])([CH3:23])[CH3:22])=[O:19])[CH2:17][CH2:16]1)(=[O:10])=[O:9], predict the reactants needed to synthesize it. The reactants are: [Cl:1][C:2]1[CH:7]=[CH:6][N:5]=[CH:4][C:3]=1[S:8](Cl)(=[O:10])=[O:9].[N:12]1([C:18]([O:20][C:21]([CH3:24])([CH3:23])[CH3:22])=[O:19])[CH2:17][CH2:16][NH:15][CH2:14][CH2:13]1.C(N(CC)C(C)C)(C)C. (2) Given the product [CH2:7]([C:9]1([OH:12])[C:10]2[C:6](=[CH:5][CH:4]=[C:3]([O:2][CH3:1])[CH:11]=2)[CH2:7][CH:8]1[NH:13][C:14](=[O:18])[O:15][CH2:16][CH3:17])[C:6]1[CH:10]=[CH:11][CH:3]=[CH:4][CH:5]=1, predict the reactants needed to synthesize it. The reactants are: [CH3:1][O:2][C:3]1[CH:11]=[C:10]2[C:6]([CH2:7][CH:8]([NH:13][C:14](=[O:18])[O:15][CH2:16][CH3:17])[C:9]2=[O:12])=[CH:5][CH:4]=1. (3) Given the product [CH:14]1([CH2:17][O:11][CH2:10][C:8]2[CH:7]=[CH:6][C:5]3[O:1][CH:2]=[CH:3][C:4]=3[CH:9]=2)[CH2:16][CH2:15]1, predict the reactants needed to synthesize it. The reactants are: [O:1]1[C:5]2[CH:6]=[CH:7][C:8]([CH2:10][OH:11])=[CH:9][C:4]=2[CH:3]=[CH:2]1.[H-].[Na+].[CH:14]1([CH2:17]Br)[CH2:16][CH2:15]1.